From a dataset of Catalyst prediction with 721,799 reactions and 888 catalyst types from USPTO. Predict which catalyst facilitates the given reaction. (1) Reactant: [NH2:1]/[C:2](=[N:4]\[O:5][C:6]([C:8]1[CH:9]=[C:10]([CH:15]=[CH:16][N:17]=1)[C:11]([O:13][CH3:14])=[O:12])=O)/[CH3:3]. Product: [CH3:3][C:2]1[N:1]=[C:6]([C:8]2[CH:9]=[C:10]([CH:15]=[CH:16][N:17]=2)[C:11]([O:13][CH3:14])=[O:12])[O:5][N:4]=1. The catalyst class is: 11. (2) Reactant: [Cl:1][C:2]1[C:3]([O:12][C:13]2[CH:18]=[C:17]([O:19][CH2:20][CH2:21][CH3:22])[CH:16]=[CH:15][C:14]=2[CH2:23][CH2:24][CH2:25][OH:26])=[N:4][CH:5]=[C:6]([C:8]([F:11])([F:10])[F:9])[CH:7]=1.[CH2:27]([N:34]1[CH:38]=[C:37]([CH2:39][C:40]([O:42]C)=[O:41])[C:36](O)=[N:35]1)[C:28]1[CH:33]=[CH:32][CH:31]=[CH:30][CH:29]=1.C(P(CCCC)CCCC)CCC.N(C(N1CCCCC1)=O)=NC(N1CCCCC1)=O.O1CCCC1CO.[OH-].[Na+].Cl. Product: [Cl:1][C:2]1[C:3]([O:12][C:13]2[CH:18]=[C:17]([O:19][CH2:20][CH2:21][CH3:22])[CH:16]=[CH:15][C:14]=2[CH2:23][CH2:24][CH2:25][O:26][C:36]2[C:37]([CH2:39][C:40]([OH:42])=[O:41])=[CH:38][N:34]([CH2:27][C:28]3[CH:33]=[CH:32][CH:31]=[CH:30][CH:29]=3)[N:35]=2)=[N:4][CH:5]=[C:6]([C:8]([F:11])([F:10])[F:9])[CH:7]=1. The catalyst class is: 7. (3) Reactant: [F:1][C:2]([F:45])([F:44])[C:3]1[CH:4]=[C:5]([CH:37]=[C:38]([C:40]([F:43])([F:42])[F:41])[CH:39]=1)[CH2:6][N:7]([CH2:20][C:21]1[CH:26]=[C:25]([C:27]([F:30])([F:29])[F:28])[CH:24]=[CH:23][C:22]=1[NH:31][C:32](=[O:36])[O:33][CH2:34][CH3:35])[C:8]1[N:13]=[CH:12][C:11]([N:14]2[CH2:19][CH2:18][O:17][CH2:16][CH2:15]2)=[CH:10][N:9]=1.[H-].[Na+].Br[CH2:49][CH2:50][CH2:51][CH2:52][C:53]([O:55][CH2:56][CH3:57])=[O:54]. Product: [F:45][C:2]([F:1])([F:44])[C:3]1[CH:4]=[C:5]([CH:37]=[C:38]([C:40]([F:42])([F:41])[F:43])[CH:39]=1)[CH2:6][N:7]([CH2:20][C:21]1[CH:26]=[C:25]([C:27]([F:28])([F:29])[F:30])[CH:24]=[CH:23][C:22]=1[N:31]([C:32]([O:33][CH2:34][CH3:35])=[O:36])[CH2:49][CH2:50][CH2:51][CH2:52][C:53]([O:55][CH2:56][CH3:57])=[O:54])[C:8]1[N:13]=[CH:12][C:11]([N:14]2[CH2:15][CH2:16][O:17][CH2:18][CH2:19]2)=[CH:10][N:9]=1. The catalyst class is: 391. (4) Reactant: [OH:1][CH2:2][C:3]1([CH2:16][OH:17])[C:15]2[CH:14]=[CH:13][CH:12]=[CH:11][C:10]=2[C:9]2[C:4]1=[CH:5][CH:6]=[CH:7][CH:8]=2.[O:18]1[CH2:22][CH2:21][CH2:20][CH2:19]1.N1C=C[CH:26]=[CH:25][CH:24]=1.[C:29](Cl)(=[O:36])[C:30]1[CH:35]=[CH:34][CH:33]=[CH:32][CH:31]=1. Product: [C:22]([O:1][CH2:2][C:3]1([CH2:16][O:17][C:29](=[O:36])[C:30]2[CH:35]=[CH:34][CH:33]=[CH:32][CH:31]=2)[C:15]2[CH:14]=[CH:13][CH:12]=[CH:11][C:10]=2[C:9]2[C:4]1=[CH:5][CH:6]=[CH:7][CH:8]=2)(=[O:18])[C:21]1[CH:26]=[CH:25][CH:24]=[CH:19][CH:20]=1. The catalyst class is: 6. (5) Reactant: [N:1]1[CH:6]=[CH:5][C:4]([CH2:7][OH:8])=[CH:3][CH:2]=1.CCN(CC)CC.[CH3:16][C:17]([Si:20](Cl)([CH3:22])[CH3:21])([CH3:19])[CH3:18]. Product: [Si:20]([O:8][CH2:7][C:4]1[CH:5]=[CH:6][N:1]=[CH:2][CH:3]=1)([C:17]([CH3:19])([CH3:18])[CH3:16])([CH3:22])[CH3:21]. The catalyst class is: 2. (6) Product: [C:1]([NH:24][CH2:25][CH2:26][CH2:27][CH2:28][CH2:29][CH2:30][NH:31][C:32]([CH2:34][S:35][C:36](=[O:38])[CH3:37])=[O:33])(=[O:8])[C:2]1[CH:7]=[CH:6][CH:5]=[CH:4][CH:3]=1. Reactant: [C:1](Cl)(=[O:8])[C:2]1[CH:7]=[CH:6][CH:5]=[CH:4][CH:3]=1.C(N(CC)CC)C.FC(F)(F)C(O)=O.[NH2:24][CH2:25][CH2:26][CH2:27][CH2:28][CH2:29][CH2:30][NH:31][C:32]([CH2:34][S:35][C:36](=[O:38])[CH3:37])=[O:33]. The catalyst class is: 124.